The task is: Predict the product of the given reaction.. This data is from Forward reaction prediction with 1.9M reactions from USPTO patents (1976-2016). Given the reactants [CH2:1]([NH:8][S:9]([N:12]1[CH2:16][CH2:15]O[C:13]1=O)(=[O:11])=[O:10])[C:2]1[CH:7]=[CH:6][CH:5]=[CH:4][CH:3]=1.N1CC[CH:21]([N:24]2[C:28]3[CH:29]=[CH:30][CH:31]=[CH:32][C:27]=3[NH:26][C:25]2=[O:33])[CH2:20]C1.C(N(CC)CC)C, predict the reaction product. The product is: [CH2:1]([NH:8][S:9]([N:12]1[CH2:13][CH2:20][CH:21]([N:24]2[C:28]3[CH:29]=[CH:30][CH:31]=[CH:32][C:27]=3[NH:26][C:25]2=[O:33])[CH2:15][CH2:16]1)(=[O:10])=[O:11])[C:2]1[CH:3]=[CH:4][CH:5]=[CH:6][CH:7]=1.